Dataset: Forward reaction prediction with 1.9M reactions from USPTO patents (1976-2016). Task: Predict the product of the given reaction. (1) Given the reactants [OH-].[Na+].[CH3:3][N:4]1[CH:8]=[C:7]([C:9]2[CH:32]=[CH:31][C:12]3[N:13]([C:16]4[CH:17]=[C:18]([NH:27]C(=O)C)[CH:19]=[C:20]([N:22]5[CH:26]=[CH:25][CH:24]=[CH:23]5)[CH:21]=4)[CH:14]=[N:15][C:11]=3[CH:10]=2)[N:6]=[N:5]1, predict the reaction product. The product is: [CH3:3][N:4]1[CH:8]=[C:7]([C:9]2[CH:32]=[CH:31][C:12]3[N:13]([C:16]4[CH:17]=[C:18]([CH:19]=[C:20]([N:22]5[CH:26]=[CH:25][CH:24]=[CH:23]5)[CH:21]=4)[NH2:27])[CH:14]=[N:15][C:11]=3[CH:10]=2)[N:6]=[N:5]1. (2) Given the reactants [Cl:1][C:2](Cl)([O:4]C(=O)OC(Cl)(Cl)Cl)Cl.[C:13]1([CH2:19][OH:20])[CH:18]=[CH:17][CH:16]=[CH:15][CH:14]=1, predict the reaction product. The product is: [Cl:1][C:2]([O:20][CH2:19][C:13]1[CH:18]=[CH:17][CH:16]=[CH:15][CH:14]=1)=[O:4]. (3) Given the reactants [Br:1][C:2]1[CH:3]=[C:4]([NH2:9])[C:5]([NH2:8])=[CH:6][CH:7]=1.[CH3:10]OC(OC)OC, predict the reaction product. The product is: [Br:1][C:2]1[CH:7]=[CH:6][C:5]2[NH:8][CH:10]=[N:9][C:4]=2[CH:3]=1. (4) Given the reactants Cl[CH2:2][C:3]([N:5]1[CH2:10][CH:9]([CH3:11])[N:8]([CH2:12][C:13]2[CH:18]=[CH:17][C:16]([F:19])=[CH:15][CH:14]=2)[CH2:7][CH:6]1[CH3:20])=[O:4].C(=O)([O-])[O-].[K+].[K+].[I-].[K+].[CH2:29]([O:31][C:32](=[O:46])[CH2:33][CH2:34][CH2:35][C:36]([C:38]1[CH:43]=[C:42]([Cl:44])[CH:41]=[CH:40][C:39]=1[OH:45])=[O:37])[CH3:30], predict the reaction product. The product is: [CH2:29]([O:31][C:32](=[O:46])[CH2:33][CH2:34][CH2:35][C:36]([C:38]1[CH:43]=[C:42]([Cl:44])[CH:41]=[CH:40][C:39]=1[O:45][CH2:2][C:3]([N:5]1[CH2:10][C@H:9]([CH3:11])[N:8]([CH2:12][C:13]2[CH:18]=[CH:17][C:16]([F:19])=[CH:15][CH:14]=2)[CH2:7][C@H:6]1[CH3:20])=[O:4])=[O:37])[CH3:30]. (5) Given the reactants [OH:1][C:2]1[C:3]([C:22]([NH:24][CH2:25][C:26]([O:28]CC)=[O:27])=[O:23])=[C:4]2[C:9](=[CH:10][CH:11]=1)[N:8]=[C:7]([NH:12][CH2:13][CH2:14][CH3:15])[C:6]([C:16]1[CH:21]=[CH:20][CH:19]=[CH:18][CH:17]=1)=[N:5]2.[OH-].[Na+], predict the reaction product. The product is: [OH:1][C:2]1[C:3]([C:22]([NH:24][CH2:25][C:26]([OH:28])=[O:27])=[O:23])=[C:4]2[C:9](=[CH:10][CH:11]=1)[N:8]=[C:7]([NH:12][CH2:13][CH2:14][CH3:15])[C:6]([C:16]1[CH:21]=[CH:20][CH:19]=[CH:18][CH:17]=1)=[N:5]2. (6) Given the reactants [CH3:1][O:2][C:3]1[C:12]2[C:7](=[CH:8][CH:9]=[CH:10][CH:11]=2)[C:6]([NH:13]S(C2SC=CC=2)(=O)=O)=[CH:5][C:4]=1[S:22][CH2:23][C:24]([O:26][CH3:27])=[O:25].[Br:28][C:29]1[CH:37]=[CH:36][C:32]([C:33](Cl)=[O:34])=[CH:31][CH:30]=1, predict the reaction product. The product is: [Br:28][C:29]1[CH:37]=[CH:36][C:32]([C:33]([NH:13][C:6]2[C:7]3[C:12](=[CH:11][CH:10]=[CH:9][CH:8]=3)[C:3]([O:2][CH3:1])=[C:4]([S:22][CH2:23][C:24]([O:26][CH3:27])=[O:25])[CH:5]=2)=[O:34])=[CH:31][CH:30]=1. (7) Given the reactants [CH:1]([Mg]Br)=[CH2:2].[CH:5]1([C:8]2[O:9][C:10]3[C:11](=[C:13]([C:30]#[N:31])[C:14]([CH3:29])=[C:15]([C:23]4[CH:28]=[CH:27][CH:26]=[CH:25][CH:24]=4)[C:16]=3[CH:17]([CH2:21]I)[CH2:18][CH:19]=[CH2:20])[N:12]=2)[CH2:7][CH2:6]1.[Cl-].[NH4+], predict the reaction product. The product is: [CH2:18]([CH:17]([C:16]1[C:15]([C:23]2[CH:28]=[CH:27][CH:26]=[CH:25][CH:24]=2)=[C:14]([CH3:29])[C:13]([C:30]#[N:31])=[C:11]2[C:10]=1[O:9][C:8]([CH:5]1[CH2:7][CH2:6]1)=[N:12]2)[CH2:21][CH:1]=[CH2:2])[CH:19]=[CH2:20].